Binary Classification. Given a drug SMILES string, predict its activity (active/inactive) in a high-throughput screening assay against a specified biological target. From a dataset of HIV replication inhibition screening data with 41,000+ compounds from the AIDS Antiviral Screen. The drug is Cc1cc(-n2c(C)ccc2C)no1. The result is 0 (inactive).